From a dataset of Rat liver microsome stability data. Regression/Classification. Given a drug SMILES string, predict its absorption, distribution, metabolism, or excretion properties. Task type varies by dataset: regression for continuous measurements (e.g., permeability, clearance, half-life) or binary classification for categorical outcomes (e.g., BBB penetration, CYP inhibition). Dataset: rlm. (1) The compound is CCOc1ccccc1N(CC(=O)N1CCOCC1)S(=O)(=O)c1ccc(SC)cc1. The result is 1 (stable in rat liver microsomes). (2) The drug is C[C@@H]1C(=O)O[C@H]2[C@H]1CC[C@@]1(C)Cc3sc(NS(=O)(=O)Cc4ccccc4)nc3[C@@H](C)[C@H]21. The result is 1 (stable in rat liver microsomes). (3) The molecule is Cc1cccc(Cl)c1NC(=O)Nc1cc2ccccc2cc1C(=O)N[C@H](C(=O)O)C1CCCCC1. The result is 1 (stable in rat liver microsomes). (4) The molecule is [2H]C([2H])(Nc1nc(-c2ccccc2C([2H])(C([2H])([2H])[2H])C([2H])([2H])[2H])ncc1C)c1ccc(-n2ccnn2)cc1. The result is 1 (stable in rat liver microsomes). (5) The drug is O=C(c1cnc2ccc(F)cc2c1N1C[C@H]2CCCC[C@H]2C1)N1CCN(C(=O)C2CC2)CC1. The result is 1 (stable in rat liver microsomes). (6) The result is 1 (stable in rat liver microsomes). The compound is COc1ccc(C)cc1NS(=O)(=O)c1ccc(-c2cnc(C3CC3)o2)cc1.